This data is from Drug-target binding data from BindingDB using IC50 measurements. The task is: Regression. Given a target protein amino acid sequence and a drug SMILES string, predict the binding affinity score between them. We predict pIC50 (pIC50 = -log10(IC50 in M); higher means more potent). Dataset: bindingdb_ic50. (1) The drug is O=C(COc1ccc(S(=O)(=O)NCCc2ccccc2)cc1)Nc1ccccc1. The target protein sequence is MLSASTMKEVVYWSPKKVADWLLENAMPEYCEPLEHFTGQDLINLTQEDFKKPPLCRVSSDNGQRLLDMIETLKMEHHLEAHKNGHANGHLNIGVDIPTPDGSFSIKIKPNGMPNGYRKEMIKIPMPELERSQYPMEWGKTFLAFLYALSCFVLTTVMISVVHERVPPKEVQPPLPDTFFDHFNRVQWAFSICEINGMILVGLWLIQWLLLKYKSIISRRFFCIVGTLYLYRCITMYVTTLPVPGMHFNCSPKLFGDWEAQLRRIMKLIAGGGLSITGSHNMCGDYLYSGHTVMLTLTYLFIKEYSPRRLWWYHWICWLLSVVGIFCILLAHDHYTVDVVVAYYITTRLFWWYHTMANQQVLKEASQMNLLARVWWYRPFQYFEKNVQGIVPRSYHWPFPWPVVHLSRQVKYSRLVNDT. The pIC50 is 4.8. (2) The compound is COC(=O)[C@H]1[C@H]2C[C@@H]3c4[nH]c5cc(OC)ccc5c4CCN3C[C@H]2C[C@@H](OC(=O)c2cc(OC)c(OC)c(OC)c2)[C@@H]1OC. The target protein sequence is MKRRSVLLSGVALSGTALANDSIFFSPLKYLGAEQQRSIDASRSLLDNLIPPSLPQYDNLAGKLARRAVLTSKKLVYVWTENFGNVKGVPMARSVPLGELPNVDWLLKTAGVIVELIVNFVASLPASAAAQFERIATGLSGDLEAARQVHEALLEEAKNDPAAAGSLLLRFTELQTRVIAILTRVGLLVDDILKSASNLVTQRGQGDGLNRFRAVFGTLRLPEVADSFRDDEAFAYWRVAGPNPLLIRRVDALPANFPLGEEQFRRVMGADDSLLEAAASRRLYLLDYAELGKLAPSGAVDKLLTGTGFAYAPIALFALGKDRARLLPVAIQCGQDPATHPMFVRPAESESDLYWGWQMAKTVVQVAEENYHEMFVHLAQTHLVSEAFCLATQRTLAPSHPLHVLLAPHFEGTLFINEGAARILLPSAGFIDVMFAAPIQDTQATAGGNRLGFDFYRGMLPESLKARNVDDPLALPDYPYRDDGLLVWNAIRQWAADYVA.... The pIC50 is 4.9. (3) The small molecule is CC1=CCC[C@H]1NC(=O)Nc1ccc(Cl)c(S(=O)(=O)[C@@]2(C)CCOC2)c1O. The target protein (O00590) has sequence MAATASPQPLATEDADSENSSFYYYDYLDEVAFMLCRKDAVVSFGKVFLPVFYSLIFVLGLSGNLLLLMVLLRYVPRRRMVEIYLLNLAISNLLFLVTLPFWGISVAWHWVFGSFLCKMVSTLYTINFYSGIFFISCMSLDKYLEIVHAQPYHRLRTRAKSLLLATIVWAVSLAVSIPDMVFVQTHENPKGVWNCHADFGGHGTIWKLFLRFQQNLLGFLLPLLAMIFFYSRIGCVLVRLRPAGQGRALKIAAALVVAFFVLWFPYNLTLFLHTLLDLQVFGNCEVSQHLDYALQVTESIAFLHCCFSPILYAFSSHRFRQYLKAFLAAVLGWHLAPGTAQASLSSCSESSILTAQEEMTGMNDLGERQSENYPNKEDVGNKSA. The pIC50 is 5.0. (4) The compound is Cc1ccc2[nH]cc(C3C(=O)C(=O)CC(=O)C3=O)c2c1. The target protein (P30304) has sequence MELGPEPPHRRRLLFACSPPPASQPVVKALFGASAAGGLSPVTNLTVTMDQLQGLGSDYEQPLEVKNNSNLQRMGSSESTDSGFCLDSPGPLDSKENLENPMRRIHSLPQKLLGCSPALKRSHSDSLDHDIFQLIDPDENKENEAFEFKKPVRPVSRGCLHSHGLQEGKDLFTQRQNSAPARMLSSNERDSSEPGNFIPLFTPQSPVTATLSDEDDGFVDLLDGENLKNEEETPSCMASLWTAPLVMRTTNLDNRCKLFDSPSLCSSSTRSVLKRPERSQEESPPGSTKRRKSMSGASPKESTNPEKAHETLHQSLSLASSPKGTIENILDNDPRDLIGDFSKGYLFHTVAGKHQDLKYISPEIMASVLNGKFANLIKEFVIIDCRYPYEYEGGHIKGAVNLHMEEEVEDFLLKKPIVPTDGKRVIVVFHCEFSSERGPRMCRYVRERDRLGNEYPKLHYPELYVLKGGYKEFFMKCQSYCEPPSYRPMHHEDFKEDLKK.... The pIC50 is 5.1. (5) The compound is CN(C)c1ccc(-c2cc(C(=O)N[C@H]3CCCNC3)c(NC(N)=O)s2)cc1. The target protein (O14757) has sequence MAVPFVEDWDLVQTLGEGAYGEVQLAVNRVTEEAVAVKIVDMKRAVDCPENIKKEICINKMLNHENVVKFYGHRREGNIQYLFLEYCSGGELFDRIEPDIGMPEPDAQRFFHQLMAGVVYLHGIGITHRDIKPENLLLDERDNLKISDFGLATVFRYNNRERLLNKMCGTLPYVAPELLKRREFHAEPVDVWSCGIVLTAMLAGELPWDQPSDSCQEYSDWKEKKTYLNPWKKIDSAPLALLHKILVENPSARITIPDIKKDRWYNKPLKKGAKRPRVTSGGVSESPSGFSKHIQSNLDFSPVNSASSEENVKYSSSQPEPRTGLSLWDTSPSYIDKLVQGISFSQPTCPDHMLLNSQLLGTPGSSQNPWQRLVKRMTRFFTKLDADKSYQCLKETCEKLGYQWKKSCMNQVTISTTDRRNNKLIFKVNLLEMDDKILVDFRLSKGDGLEFKRHFLKIKGKLIDIVSSQKIWLPAT. The pIC50 is 7.4. (6) The drug is CC1=CCC[C@H]1NC(=O)Nc1ccc(Cl)c(S(=O)(=O)[C@@]2(C)CCOC2)c1O. The target protein (P51684) has sequence MSGESMNFSDVFDSSEDYFVSVNTSYYSVDSEMLLCSLQEVRQFSRLFVPIAYSLICVFGLLGNILVVITFAFYKKARSMTDVYLLNMAIADILFVLTLPFWAVSHATGAWVFSNATCKLLKGIYAINFNCGMLLLTCISMDRYIAIVQATKSFRLRSRTLPRSKIICLVVWGLSVIISSSTFVFNQKYNTQGSDVCEPKYQTVSEPIRWKLLMLGLELLFGFFIPLMFMIFCYTFIVKTLVQAQNSKRHKAIRVIIAVVLVFLACQIPHNMVLLVTAANLGKMNRSCQSEKLIGYTKTVTEVLAFLHCCLNPVLYAFIGQKFRNYFLKILKDLWCVRRKYKSSGFSCAGRYSENISRQTSETADNDNASSFTM. The pIC50 is 5.0. (7) The drug is CC(C)(c1ccc(O)cc1)c1ccc(C(C)(c2ccc(O)cc2)c2ccc(O)cc2)cc1. The target protein sequence is MSTNGKPQRKTKRNTNRRPQDVKFPGGGQIVGGVYLLPRRGPRLGVRATRKTWERSQPRGRRQPIPKARQPEGRAWAQPGYPWPLYGNEGLGWAGWLVSPRGSRPNWGPTDPRRRSRNLGKVIDTLTCGFADLMGYIPLVGAPLGGVARALAHGVRVLEDGVNYATGNLPGCSFSIFLLALLSCLTIPASAYEVHNVSGIYHVTNDCSNSSIVYEAADMIMHTPGCVPCVRENNSSRCWVALTPTLAARNNSVPTATIRRHVDLLVGAAAFCSAMYVGDLCGSVFLVSQLFTFSPRRYETVQDCNCSIYPGHVTGHRMAWDMMMNWSPTTALVVSQLLRIPQAVVDMVGGAHWGVLAGLAYYSMVGNWAKVLIVMLLFAGVDGSTIVSGGTVARTTHSLASLFTQGASQKIQLINTNGSWHINRTALNCNDSLQTGFLASLFYAHRFNASGCPERMASCRSIDKFDQGWGPITYTEADIQDQRPYCWHYAPRPCGIVPAS.... The pIC50 is 4.9. (8) The compound is C[C@H](NC(=O)[C@@H]1CCCN1C(=O)C1CCCCC1C(=O)NO)C(N)=O. The target protein (Q99MA2) has sequence MAQAYWQCYPWLVLLCACAWSYPGPESLGREDVRDCSTNPPRLPVTAVNTTMRLAALRQQMEKSNLSAYIIPDTDAHMSEYIGKHDERRAWISGFTGSAGTAVVTKKKAAVWTDSRYWTQAERQMDCNWELHKEVSISSIVAWILAEVPDGENVGFDPFLFSVGSWENYDQELQDSNRHLLSITTNLVDVAWGSERPPVPSQPIYALPKEFTGSTWQEKVSAIRSYMQNHTMAPTGVLLSALDETAWLFNLRSSDIPYNPFFYSYTLLTDSSIRLFVNKSRFSLETLQYLNTNCTLPMCVQLEDYSQIRDGVKAYASGNVKILIGISYTTYGVYDVIPKEKLVTETYSPVMLIKAVKNSKEQALLKASHVRDAVAVIQYLVWLEKNVPKGTVDEFSGAEHIDQLRRNENFSSGPSFETISASGLNAALAHYSPTKELHRKLSLDEMYLVDSGGQYWDGTTDITRTVHWGTPTAFQKEAYTRVLMGNIDLSRLVFPAATSG.... The pIC50 is 4.4. (9) The compound is CC(C)(C)Nc1nc(Nc2ccnc(C#N)c2)nc(-c2cccc(C(F)(F)F)n2)n1. The target protein sequence is MSKKISGGSVVEMQGDEMTRIIWELIKEKLIFPYVELDLHSYDLGIENRDATNDQVTKDAAEAIKKHNVGVKCATITPDEKRVEEFKLKQMWKSPNGTIRNILGGTVFREAIICKNIPRLVSGWVKPIIIGCHAYGDQYRATDFVVPGPGKVEITYTPSDGTQKVTYLVHNFEEGGGVAMGMYNQDKSIEDFAHSSFQMALSKGWPLYLSTKNTILKKYDGRFKDIFQEIYDKQYKSQFEAQKIWYEHRLIDDMVAQAMKSEGGFIWACKNYDGDVQSDSVAQGYGSLGMMTSVLVCPDGKTVEAEAAHGTVTRHYRMYQKGQETSTNPIASIFAWTRGLAHRAKLDNNKELAFFANALEEVSIETIEAGFMTKDLAACIKGLPNVQRSDYLNTFEFMDKLGENLKIKLAQAKL. The pIC50 is 7.3. (10) The pIC50 is 8.2. The drug is CC(=C/C(=O)O)/C=C/C1(O)C(C)(C)CC(=O)C2OC21C. The target protein (Q9NS86) has sequence MGETMSKRLKLHLGGEAEMEERAFVNPFPDYEAAAGALLASGAAEETGCVRPPATTDEPGLPFHQDGKIIHNFIRRIQTKIKDLLQQMEEGLKTADPHDCSAYTGWTGIALLYLQLYRVTCDQTYLLRSLDYVKRTLRNLNGRRVTFLCGDAGPLAVGAVIYHKLRSDCESQECVTKLLQLQRSVVCQESDLPDELLYGRAGYLYALLYLNTEIGPGTVCESAIKEVVNAIIESGKTLSREERKTERCPLLYQWHRKQYVGAAHGMAGIYYMLMQPAAKVDQETLTEMVKPSIDYVRHKKFRSGNYPSSLSNETDRLVHWCHGAPGVIHMLMQAYKVFKEEKYLKEAMECSDVIWQRGLLRKGYGICHGTAGNGYSFLSLYRLTQDKKYLYRACKFAEWCLDYGAHGCRIPDRPYSLFEGMAGAIHFLSDVLGPETSRFPAFELDSSKRD.